Dataset: CYP3A4 inhibition data for predicting drug metabolism from PubChem BioAssay. Task: Regression/Classification. Given a drug SMILES string, predict its absorption, distribution, metabolism, or excretion properties. Task type varies by dataset: regression for continuous measurements (e.g., permeability, clearance, half-life) or binary classification for categorical outcomes (e.g., BBB penetration, CYP inhibition). Dataset: cyp3a4_veith. The compound is O=C(NC1CCCCC1)C(c1ccc(F)cc1)N(C(=O)Cc1ccsc1)c1ccc(F)cc1. The result is 0 (non-inhibitor).